From a dataset of Forward reaction prediction with 1.9M reactions from USPTO patents (1976-2016). Predict the product of the given reaction. (1) Given the reactants [NH2:1][C:2]1[N:3]=[C:4]2[C:10]([C:11](=[O:16])[C:12]([CH3:15])([CH3:14])[CH3:13])=[CH:9][N:8]([CH2:17][O:18][CH2:19][CH2:20][Si:21]([CH3:24])([CH3:23])[CH3:22])[C:5]2=[N:6][CH:7]=1.[CH:25]1([N:31]=[C:32]=[O:33])[CH2:30][CH2:29][CH2:28][CH2:27][CH2:26]1, predict the reaction product. The product is: [CH:25]1([NH:31][C:32]([NH:1][C:2]2[N:3]=[C:4]3[C:10]([C:11](=[O:16])[C:12]([CH3:13])([CH3:14])[CH3:15])=[CH:9][N:8]([CH2:17][O:18][CH2:19][CH2:20][Si:21]([CH3:23])([CH3:22])[CH3:24])[C:5]3=[N:6][CH:7]=2)=[O:33])[CH2:30][CH2:29][CH2:28][CH2:27][CH2:26]1. (2) Given the reactants C([O:3][C:4](=[O:29])[CH:5]([CH:11]([C:18]1[C:26]2[C:21](=[N:22][CH:23]=[CH:24][C:25]=2[O:27][CH3:28])[NH:20][CH:19]=1)[C:12]1[CH:17]=[CH:16][CH:15]=[CH:14][CH:13]=1)[C:6]([O:8]CC)=[O:7])C.O.[OH-].[K+], predict the reaction product. The product is: [CH3:28][O:27][C:25]1[CH:24]=[CH:23][N:22]=[C:21]2[NH:20][CH:19]=[C:18]([CH:11]([C:12]3[CH:13]=[CH:14][CH:15]=[CH:16][CH:17]=3)[CH:5]([C:4]([OH:29])=[O:3])[C:6]([OH:8])=[O:7])[C:26]=12. (3) Given the reactants [Cl:1][C:2]1[CH:3]=[CH:4][C:5]([O:25][CH3:26])=[C:6]([S:8]([N:11]2[C:15]3[CH:16]=[C:17]([C:22]([OH:24])=O)[CH:18]=[C:19]([O:20][CH3:21])[C:14]=3[O:13][CH2:12]2)(=[O:10])=[O:9])[CH:7]=1.[NH2:27][C:28]1[CH:38]=[CH:37][C:31]([C:32]([O:34][CH2:35][CH3:36])=[O:33])=[CH:30][CH:29]=1, predict the reaction product. The product is: [CH2:35]([O:34][C:32](=[O:33])[C:31]1[CH:37]=[CH:38][C:28]([NH:27][C:22]([C:17]2[CH:18]=[C:19]([O:20][CH3:21])[C:14]3[O:13][CH2:12][N:11]([S:8]([C:6]4[CH:7]=[C:2]([Cl:1])[CH:3]=[CH:4][C:5]=4[O:25][CH3:26])(=[O:9])=[O:10])[C:15]=3[CH:16]=2)=[O:24])=[CH:29][CH:30]=1)[CH3:36]. (4) Given the reactants [NH3:1].C[O:3][C:4]([C@@H:6]1[CH2:10][CH2:9][C@H:8]([NH:11][C:12](=[O:18])[O:13][C:14]([CH3:17])([CH3:16])[CH3:15])[CH2:7]1)=O, predict the reaction product. The product is: [C:4]([C@@H:6]1[CH2:10][CH2:9][C@H:8]([NH:11][C:12](=[O:18])[O:13][C:14]([CH3:17])([CH3:16])[CH3:15])[CH2:7]1)(=[O:3])[NH2:1]. (5) Given the reactants [NH:1]1[CH2:4][CH:3]([O:5][C:6]2[C:15]([C:16]3[CH:17]=[N:18][N:19]([CH:21]4[CH2:23][CH2:22]4)[CH:20]=3)=[CH:14][CH:13]=[C:12]3[C:7]=2[CH2:8][CH2:9][C@H:10]([CH3:27])[N:11]3[C:24](=[O:26])[CH3:25])[CH2:2]1.[CH3:28][C:29]([CH3:31])=O, predict the reaction product. The product is: [CH:21]1([N:19]2[CH:20]=[C:16]([C:15]3[C:6]([O:5][CH:3]4[CH2:2][N:1]([CH:29]([CH3:31])[CH3:28])[CH2:4]4)=[C:7]4[C:12](=[CH:13][CH:14]=3)[N:11]([C:24](=[O:26])[CH3:25])[C@@H:10]([CH3:27])[CH2:9][CH2:8]4)[CH:17]=[N:18]2)[CH2:23][CH2:22]1.